Dataset: Forward reaction prediction with 1.9M reactions from USPTO patents (1976-2016). Task: Predict the product of the given reaction. (1) Given the reactants [CH3:1][O:2][C:3](=[O:34])[C@:4]([NH2:33])(C(OC(C)(C)C)=O)[CH2:5][C:6]1[CH:25]=[CH:24][C:9]2[O:10][CH:11]([C:14]3[CH:19]=[CH:18][C:17]([O:20][C:21](=[O:23])[CH3:22])=[CH:16][CH:15]=3)[CH2:12][O:13][C:8]=2[CH:7]=1.Cl.COC(=O)[C@@H](N)CC1C=CC2[O:45][CH:46]([C:49]3[CH:54]=[CH:53][C:52](OC(=O)C)=[CH:51][CH:50]=3)COC=2C=1.C=O.[C:65](Cl)(=O)C1C=CC=CC=1.C([O-])([O-])=O.[Na+].[Na+], predict the reaction product. The product is: [CH3:1][O:2][C:3]([C@@H:4]1[CH2:5][C:6]2[CH:7]=[C:8]3[O:13][CH2:12][C@H:11]([C:14]4[CH:19]=[CH:18][C:17]([O:20][C:21](=[O:23])[CH3:22])=[CH:16][CH:15]=4)[O:10][C:9]3=[CH:24][C:25]=2[CH2:65][N:33]1[C:46](=[O:45])[C:49]1[CH:54]=[CH:53][CH:52]=[CH:51][CH:50]=1)=[O:34]. (2) Given the reactants [CH2:1]([O:3][C:4](=[O:18])[CH:5]([C:11]1[CH:16]=[CH:15][CH:14]=[C:13]([NH2:17])[CH:12]=1)[CH2:6][CH2:7][CH2:8][CH2:9][CH3:10])[CH3:2].[CH3:19][C:20]([CH3:25])=[CH:21][C:22](Cl)=[O:23], predict the reaction product. The product is: [CH2:1]([O:3][C:4](=[O:18])[CH:5]([C:11]1[CH:16]=[CH:15][CH:14]=[C:13]([NH:17][C:22](=[O:23])[CH:21]=[C:20]([CH3:25])[CH3:19])[CH:12]=1)[CH2:6][CH2:7][CH2:8][CH2:9][CH3:10])[CH3:2]. (3) The product is: [Br:22][C:23]1[CH:31]=[CH:30][CH:29]=[C:28]2[C:24]=1/[C:25](=[CH:20]/[C:3]1[NH:4][C:5]3[CH2:11][CH2:10][CH2:9][N:8]([CH2:12][CH2:13][N:14]4[CH2:15][CH2:16][CH2:17][CH2:18]4)[C:7](=[O:19])[C:6]=3[C:2]=1[CH3:1])/[C:26](=[O:32])[NH:27]2. Given the reactants [CH3:1][C:2]1[C:6]2[C:7](=[O:19])[N:8]([CH2:12][CH2:13][N:14]3[CH2:18][CH2:17][CH2:16][CH2:15]3)[CH2:9][CH2:10][CH2:11][C:5]=2[NH:4][C:3]=1[CH:20]=O.[Br:22][C:23]1[CH:31]=[CH:30][CH:29]=[C:28]2[C:24]=1[CH2:25][C:26](=[O:32])[NH:27]2, predict the reaction product. (4) Given the reactants [S:1]1[CH:5]=[CH:4][C:3]([C:6]([OH:8])=O)=[CH:2]1.[F:9][C:10]([F:21])([F:20])[O:11][C:12]1[CH:19]=[CH:18][C:15]([CH2:16][NH2:17])=[CH:14][CH:13]=1, predict the reaction product. The product is: [F:9][C:10]([F:20])([F:21])[O:11][C:12]1[CH:19]=[CH:18][C:15]([CH2:16][NH:17][C:6]([C:3]2[CH:4]=[CH:5][S:1][CH:2]=2)=[O:8])=[CH:14][CH:13]=1. (5) Given the reactants C[O:2][C:3](=[O:29])[CH:4]([O:20][C:21]1[CH:26]=[CH:25][C:24]([F:27])=[CH:23][C:22]=1[F:28])[C:5]1[CH:10]=[CH:9][C:8]([S:11]([CH:14]2[CH2:19][CH2:18][O:17][CH2:16][CH2:15]2)(=[O:13])=[O:12])=[CH:7][CH:6]=1.O.[OH-].[Li+], predict the reaction product. The product is: [F:28][C:22]1[CH:23]=[C:24]([F:27])[CH:25]=[CH:26][C:21]=1[O:20][CH:4]([C:5]1[CH:10]=[CH:9][C:8]([S:11]([CH:14]2[CH2:15][CH2:16][O:17][CH2:18][CH2:19]2)(=[O:13])=[O:12])=[CH:7][CH:6]=1)[C:3]([OH:29])=[O:2]. (6) Given the reactants CC([O-])(C)C.[K+].C1COCC1.[CH3:12][C:13]1[CH:14]=[C:15]([OH:20])[CH:16]=[CH:17][C:18]=1[CH3:19].[C:21](#[N:24])[CH:22]=[CH2:23], predict the reaction product. The product is: [CH3:12][C:13]1[CH:14]=[C:15]([CH:16]=[CH:17][C:18]=1[CH3:19])[O:20][CH2:23][CH2:22][C:21]#[N:24]. (7) Given the reactants [CH3:1][C@@H:2]1[NH:7][CH2:6][CH2:5][N:4]([C:8]([O:10][C:11]([CH3:14])([CH3:13])[CH3:12])=[O:9])[CH2:3]1.C=O.[CH:17](O)=O, predict the reaction product. The product is: [CH3:1][C@@H:2]1[N:7]([CH3:17])[CH2:6][CH2:5][N:4]([C:8]([O:10][C:11]([CH3:13])([CH3:12])[CH3:14])=[O:9])[CH2:3]1. (8) Given the reactants [Cl:1][C:2]1[CH:7]=[CH:6][CH:5]=[CH:4][C:3]=1[C:8]1[N:9]=[C:10]([CH3:17])[S:11][C:12]=1[C:13]([O:15][CH3:16])=[O:14].[Br:18]N1C(=O)CCC1=O, predict the reaction product. The product is: [Br:18][CH2:17][C:10]1[S:11][C:12]([C:13]([O:15][CH3:16])=[O:14])=[C:8]([C:3]2[CH:4]=[CH:5][CH:6]=[CH:7][C:2]=2[Cl:1])[N:9]=1. (9) Given the reactants COC1C=CC(P2(SP(C3C=CC(OC)=CC=3)(=S)S2)=[S:10])=CC=1.[CH3:23][O:24][CH2:25][CH2:26][CH2:27][CH2:28][CH2:29][CH2:30][CH2:31][CH2:32][S:33][C:34]1[CH:39]=[CH:38][NH:37][C:36](=O)[C:35]=1[CH3:41], predict the reaction product. The product is: [CH3:23][O:24][CH2:25][CH2:26][CH2:27][CH2:28][CH2:29][CH2:30][CH2:31][CH2:32][S:33][C:34]1[CH:39]=[CH:38][NH:37][C:36](=[S:10])[C:35]=1[CH3:41]. (10) Given the reactants [NH2:1][C:2]1[CH:7]=[CH:6][C:5]([C:8]([C:10]2[N:18]3[C:13]([CH:14]=[CH:15][CH:16]=[CH:17]3)=[C:12]([O:19][CH3:20])[C:11]=2[CH3:21])=[O:9])=[CH:4][C:3]=1[O:22][CH3:23].[CH3:24][S:25](Cl)(=[O:27])=[O:26], predict the reaction product. The product is: [CH3:23][O:22][C:3]1[CH:4]=[C:5]([C:8]([C:10]2[N:18]3[C:13]([CH:14]=[CH:15][CH:16]=[CH:17]3)=[C:12]([O:19][CH3:20])[C:11]=2[CH3:21])=[O:9])[CH:6]=[CH:7][C:2]=1[NH:1][S:25]([CH3:24])(=[O:27])=[O:26].